Predict the reactants needed to synthesize the given product. From a dataset of Full USPTO retrosynthesis dataset with 1.9M reactions from patents (1976-2016). (1) Given the product [C:1]1([C:28]2[CH:33]=[CH:32][CH:31]=[CH:30][CH:29]=2)[CH:6]=[CH:5][C:4]([N:7]2[C:20]3[C:15](=[CH:16][CH:17]=[CH:18][CH:19]=3)[N:14]3[C:13]4[C:12]([C:22]5[CH:23]=[CH:24][CH:25]=[CH:26][C:21]=53)=[CH:11][CH:10]=[CH:9][C:8]2=4)=[CH:3][CH:2]=1, predict the reactants needed to synthesize it. The reactants are: [C:1]1([C:28]2[CH:33]=[CH:32][CH:31]=[CH:30][CH:29]=2)[CH:6]=[CH:5][C:4]([N:7]2[C:20]3[C:15](=[CH:16][CH:17]=[CH:18][CH:19]=3)[N:14]([C:21]3[CH:26]=[CH:25][CH:24]=[CH:23][C:22]=3Br)[C:13]3[CH:12]=[CH:11][CH:10]=[CH:9][C:8]2=3)=[CH:3][CH:2]=1.F[B-](F)(F)F.C1(P(C2CCCCC2)C2CCCCC2)CCCCC1. (2) Given the product [F:10][C:4]1[CH:3]=[C:2]([CH:7]=[CH:6][C:5]=1[CH2:8][OH:9])[C:11]#[N:12], predict the reactants needed to synthesize it. The reactants are: Br[C:2]1[CH:7]=[CH:6][C:5]([CH2:8][OH:9])=[C:4]([F:10])[CH:3]=1.[CH3:11][N:12](C=O)C. (3) The reactants are: [CH2:1]([O:8][C:9]1[CH:14]=[CH:13][C:12]([C@@H:15]2[CH2:20][CH2:19][N:18](C(OC(C)(C)C)=O)[CH2:17][C@H:16]2[F:28])=[CH:11][CH:10]=1)[C:2]1[CH:7]=[CH:6][CH:5]=[CH:4][CH:3]=1.[ClH:29]. Given the product [ClH:29].[CH2:1]([O:8][C:9]1[CH:14]=[CH:13][C:12]([C@@H:15]2[CH2:20][CH2:19][NH:18][CH2:17][C@H:16]2[F:28])=[CH:11][CH:10]=1)[C:2]1[CH:3]=[CH:4][CH:5]=[CH:6][CH:7]=1, predict the reactants needed to synthesize it. (4) Given the product [F:26][C:25]([F:28])([F:27])[C:21]1[CH:20]=[C:19]([N:18]2[C:14]([NH:13][C:11]([C:10]3[CH:9]=[N:8][N:5]4[CH:6]=[CH:7][C:2]([NH2:29])=[N:3][C:4]=34)=[O:12])=[CH:15][CH:16]=[N:17]2)[CH:24]=[CH:23][CH:22]=1, predict the reactants needed to synthesize it. The reactants are: Cl[C:2]1[CH:7]=[CH:6][N:5]2[N:8]=[CH:9][C:10]([C:11]([NH:13][C:14]3[N:18]([C:19]4[CH:24]=[CH:23][CH:22]=[C:21]([C:25]([F:28])([F:27])[F:26])[CH:20]=4)[N:17]=[CH:16][CH:15]=3)=[O:12])=[C:4]2[N:3]=1.[NH3:29]. (5) Given the product [CH:29]([CH:5]1[C:4]2[C:8](=[C:9]([CH3:11])[CH:10]=[C:2]([C:37]3[CH:38]=[CH:39][C:34]([C:33]([F:44])([F:43])[F:32])=[CH:35][CH:36]=3)[CH:3]=2)[N:7]([S:12]([C:15]2[CH:27]=[CH:26][C:18]([O:19][CH2:20][C:21]([OH:23])=[O:22])=[C:17]([CH3:28])[CH:16]=2)(=[O:14])=[O:13])[CH2:6]1)([CH3:30])[CH3:31], predict the reactants needed to synthesize it. The reactants are: Br[C:2]1[CH:3]=[C:4]2[C:8](=[C:9]([CH3:11])[CH:10]=1)[N:7]([S:12]([C:15]1[CH:27]=[CH:26][C:18]([O:19][CH2:20][C:21]([O:23]CC)=[O:22])=[C:17]([CH3:28])[CH:16]=1)(=[O:14])=[O:13])[CH2:6][CH:5]2[CH:29]([CH3:31])[CH3:30].[F:32][C:33]([F:44])([F:43])[C:34]1[CH:39]=[CH:38][C:37](B(O)O)=[CH:36][CH:35]=1.C(=O)([O-])[O-].[Na+].[Na+]. (6) Given the product [CH3:1][N:2]([CH2:4][C:5]1[C:13]2[O:12][N:11]=[C:10]([CH2:14][CH2:15][CH:16]3[CH2:21][CH2:20][NH:19][CH2:18][CH2:17]3)[C:9]=2[CH:8]=[CH:7][C:6]=1[N:29]1[CH2:34][CH2:33][CH2:32][CH2:31][CH2:30]1)[CH3:3], predict the reactants needed to synthesize it. The reactants are: [CH3:1][N:2]([CH2:4][C:5]1[C:13]2[O:12][N:11]=[C:10]([CH2:14][CH2:15][CH:16]3[CH2:21][CH2:20][N:19](C(OC(C)(C)C)=O)[CH2:18][CH2:17]3)[C:9]=2[CH:8]=[CH:7][C:6]=1[N:29]1[CH2:34][CH2:33][CH2:32][CH2:31][CH2:30]1)[CH3:3].FC(F)(F)C(O)=O.N.C(=O)(O)[O-].[Na+].[Cl-].[Na+]. (7) Given the product [Cl:9][CH2:8][CH2:6][C:5]1[C:19]2[C:20](=[CH:21][C:22]([O:24][CH3:25])=[CH:23][C:18]=2[O:17][CH3:16])[O:30][C:28](=[O:31])[CH:29]=1, predict the reactants needed to synthesize it. The reactants are: C(OC(=O)[CH2:5][C:6]([CH2:8][Cl:9])=O)C.S(=O)(=O)(O)O.[CH3:16][O:17][C:18]1[CH:19]=[C:20](O)[CH:21]=[C:22]([O:24][CH3:25])[CH:23]=1.O.[C:28]([OH:31])(=[O:30])[CH3:29]. (8) Given the product [Cl:11][C:7]1[CH:8]=[CH:9][CH:10]=[C:2]([Cl:1])[C:3]=1[C:4]([NH:37][CH:38]([C:39]1([N:44]([CH3:46])[CH3:45])[CH2:43][CH2:42][CH2:41][CH2:40]1)[C:47]1[CH:52]=[CH:51][CH:50]=[CH:49][CH:48]=1)=[O:6], predict the reactants needed to synthesize it. The reactants are: [Cl:1][C:2]1[CH:10]=[CH:9][CH:8]=[C:7]([Cl:11])[C:3]=1[C:4]([OH:6])=O.ON1C2C=CC=CC=2N=N1.C1(N=C=NC2CCCCC2)CCCCC1.[NH2:37][CH:38]([C:47]1[CH:52]=[CH:51][CH:50]=[CH:49][CH:48]=1)[C:39]1([N:44]([CH3:46])[CH3:45])[CH2:43][CH2:42][CH2:41][CH2:40]1.C(N(C(C)C)CC)(C)C.C(O)C(N)(CO)CO. (9) Given the product [CH:29]1([C:27]([NH:26][C@@H:25]2[C@H:21]3[O:20][CH2:19][C@H:18]([NH:17][C:12](=[O:14])[C:11]4[CH:10]=[CH:9][C:8]([O:1][C:2]5[CH:3]=[CH:4][CH:5]=[CH:6][CH:7]=5)=[CH:16][CH:15]=4)[C@H:22]3[O:23][CH2:24]2)=[O:28])[CH2:30][CH2:31]1, predict the reactants needed to synthesize it. The reactants are: [O:1]([C:8]1[CH:16]=[CH:15][C:11]([C:12]([OH:14])=O)=[CH:10][CH:9]=1)[C:2]1[CH:7]=[CH:6][CH:5]=[CH:4][CH:3]=1.[NH2:17][C@@H:18]1[C@H:22]2[O:23][CH2:24][C@H:25]([NH:26][C:27]([CH:29]3[CH2:31][CH2:30]3)=[O:28])[C@H:21]2[O:20][CH2:19]1.